This data is from Peptide-MHC class II binding affinity with 134,281 pairs from IEDB. The task is: Regression. Given a peptide amino acid sequence and an MHC pseudo amino acid sequence, predict their binding affinity value. This is MHC class II binding data. (1) The peptide sequence is SAHGSGREVIDAMCH. The MHC is HLA-DQA10102-DQB10501 with pseudo-sequence HLA-DQA10102-DQB10501. The binding affinity (normalized) is 0.347. (2) The peptide sequence is EFPHSNGEIEDVQTD. The MHC is DRB1_0801 with pseudo-sequence DRB1_0801. The binding affinity (normalized) is 0. (3) The peptide sequence is ELGEWVFSAIKSPQA. The MHC is DRB1_0301 with pseudo-sequence DRB1_0301. The binding affinity (normalized) is 0.342. (4) The peptide sequence is TRSAYERMCNILKGK. The MHC is DRB1_1302 with pseudo-sequence DRB1_1302. The binding affinity (normalized) is 0.0526. (5) The peptide sequence is ALSRVQSMFLGTGGS. The MHC is DRB1_1101 with pseudo-sequence DRB1_1101. The binding affinity (normalized) is 0.222. (6) The peptide sequence is GELQIVQKIDAAFKI. The MHC is DRB3_0202 with pseudo-sequence DRB3_0202. The binding affinity (normalized) is 0.213.